Dataset: Catalyst prediction with 721,799 reactions and 888 catalyst types from USPTO. Task: Predict which catalyst facilitates the given reaction. (1) Reactant: [OH:1][C:2]1[CH:3]=[CH:4][C:5]2[S:16][C:9]3[C:10](=[O:15])[NH:11][CH2:12][CH2:13][S:14][C:8]=3[C:6]=2[CH:7]=1.[C:17]([O-])([O-])=O.[K+].[K+].CI. Product: [CH3:17][O:1][C:2]1[CH:3]=[CH:4][C:5]2[S:16][C:9]3[C:10](=[O:15])[NH:11][CH2:12][CH2:13][S:14][C:8]=3[C:6]=2[CH:7]=1. The catalyst class is: 3. (2) The catalyst class is: 3. Product: [CH3:20][C:18]1[C:13]2[NH:14][C:15](=[O:17])[O:16][C:12]=2[CH:11]=[C:10]([C:8]([C:4]2[CH:3]=[C:2]([N:33]3[CH2:32][CH2:31][C:24]4([C:25]5[C:30](=[CH:29][CH:28]=[CH:27][CH:26]=5)[NH:21][C:22](=[O:36])[NH:23]4)[CH2:35][CH2:34]3)[N:7]=[CH:6][N:5]=2)=[O:9])[CH:19]=1. Reactant: Cl[C:2]1[N:7]=[CH:6][N:5]=[C:4]([C:8]([C:10]2[CH:19]=[C:18]([CH3:20])[C:13]3[NH:14][C:15](=[O:17])[O:16][C:12]=3[CH:11]=2)=[O:9])[CH:3]=1.[NH:21]1[C:30]2[C:25](=[CH:26][CH:27]=[CH:28][CH:29]=2)[C:24]2([CH2:35][CH2:34][NH:33][CH2:32][CH2:31]2)[NH:23][C:22]1=[O:36].CCN(C(C)C)C(C)C. (3) Reactant: [CH3:1][O:2][CH2:3][CH2:4][N:5]1[CH:14]([C:15]2[S:16][CH:17]=[CH:18][CH:19]=2)[CH:13]([C:20]([OH:22])=O)[C:12]2[C:7](=[CH:8][CH:9]=[CH:10][CH:11]=2)[C:6]1=[O:23].S(Cl)(Cl)=O.[NH2:28][C:29]1[CH:36]=[CH:35][C:32]([C:33]#[N:34])=[C:31]([C:37]([F:40])([F:39])[F:38])[CH:30]=1. Product: [C:33]([C:32]1[CH:35]=[CH:36][C:29]([NH:28][C:20]([CH:13]2[C:12]3[C:7](=[CH:8][CH:9]=[CH:10][CH:11]=3)[C:6](=[O:23])[N:5]([CH2:4][CH2:3][O:2][CH3:1])[CH:14]2[C:15]2[S:16][CH:17]=[CH:18][CH:19]=2)=[O:22])=[CH:30][C:31]=1[C:37]([F:38])([F:39])[F:40])#[N:34]. The catalyst class is: 22.